Dataset: Full USPTO retrosynthesis dataset with 1.9M reactions from patents (1976-2016). Task: Predict the reactants needed to synthesize the given product. (1) Given the product [F:12][C:10]1[CH:11]=[C:3]([CH:4]=[C:5]([C:6]([C:16]2[CH:15]=[C:14]([CH3:13])[C:19]3[NH:20][C:21](=[O:23])[O:22][C:18]=3[CH:17]=2)=[O:7])[CH:9]=1)[C:1]#[N:2], predict the reactants needed to synthesize it. The reactants are: [C:1]([C:3]1[CH:4]=[C:5]([CH:9]=[C:10]([F:12])[CH:11]=1)[C:6](Cl)=[O:7])#[N:2].[CH3:13][C:14]1[C:19]2[NH:20][C:21](=[O:23])[O:22][C:18]=2[CH:17]=[CH:16][CH:15]=1.[Cl-].[Cl-].[Cl-].[Al+3]. (2) Given the product [Br:1][C:2]1[CH:3]=[C:4]([NH:9][CH3:10])[C:5]([CH3:8])=[N:6][CH:7]=1, predict the reactants needed to synthesize it. The reactants are: [Br:1][C:2]1[CH:3]=[C:4]([NH2:9])[C:5]([CH3:8])=[N:6][CH:7]=1.[CH3:10]I. (3) The reactants are: [C:1]1([C@@H:7]2[CH2:9][C@H:8]2[C:10]([OH:12])=O)[CH:6]=[CH:5][CH:4]=[CH:3][CH:2]=1.Cl.[CH3:14][O:15][NH:16][CH3:17].CN(C(ON1N=NC2C=CC=NC1=2)=[N+](C)C)C.F[P-](F)(F)(F)(F)F.CCN(C(C)C)C(C)C. Given the product [CH3:14][O:15][N:16]([CH3:17])[C:10]([C@@H:8]1[CH2:9][C@H:7]1[C:1]1[CH:6]=[CH:5][CH:4]=[CH:3][CH:2]=1)=[O:12], predict the reactants needed to synthesize it. (4) Given the product [O:21]=[C:3]([CH2:4][N:5]1[C:9]2[CH:10]=[CH:11][CH:12]=[CH:13][C:8]=2[N:7]([C:14]2[CH:19]=[CH:18][CH:17]=[CH:16][N:15]=2)[C:6]1=[O:20])[CH:2]=[O:24], predict the reactants needed to synthesize it. The reactants are: N=[CH:2][C:3](=[O:21])[CH2:4][N:5]1[C:9]2[CH:10]=[CH:11][CH:12]=[CH:13][C:8]=2[N:7]([C:14]2[CH:19]=[CH:18][CH:17]=[CH:16][N:15]=2)[C:6]1=[O:20].CC1(C)O[O:24]1. (5) Given the product [CH3:21][C:20]1[C:12]([C:10]([C:8]2[NH:7][C:6]3[CH:50]=[CH:51][C:3]([C:1]#[N:2])=[CH:4][C:5]=3[N:9]=2)([NH:33][CH3:34])[CH3:11])=[C:13]2[C:17](=[C:18]([CH3:22])[CH:19]=1)[N:16]([S:23]([C:26]1[CH:32]=[CH:31][C:29]([CH3:30])=[CH:28][CH:27]=1)(=[O:25])=[O:24])[CH:15]=[CH:14]2, predict the reactants needed to synthesize it. The reactants are: [C:1]([C:3]1[CH:51]=[CH:50][C:6]2[N:7](COCC[Si](C)(C)C)[C:8]([C:10]([N:33](C)[C:34](=O)OC(C)(C)C)([C:12]3[C:20]([CH3:21])=[CH:19][C:18]([CH3:22])=[C:17]4[C:13]=3[CH:14]=[CH:15][N:16]4[S:23]([C:26]3[CH:32]=[CH:31][C:29]([CH3:30])=[CH:28][CH:27]=3)(=[O:25])=[O:24])[CH3:11])=[N:9][C:5]=2[CH:4]=1)#[N:2].C(C1C=CC2N=C(C(N(C)C(=O)OC(C)(C)C)(C3C(C)=CC(C)=C4C=3C=CN4S(C3C=CC(C)=CC=3)(=O)=O)C)N(COCC[Si](C)(C)C)C=2C=1)#N.Cl.O1CCOCC1. (6) The reactants are: C([C:4]1[CH:13]=[C:12]([C:14]([O:16][CH3:17])=[O:15])[C:11]2[C:6](=[CH:7][CH:8]=[CH:9][CH:10]=2)[N:5]=1)(O)=O.[CH2:18]([O:20][C:21]([N:23]1[CH2:28][CH2:27][N:26]([C:29]([CH:31](N)[CH2:32][CH2:33][C:34]([O:36][C:37]([CH3:40])([CH3:39])[CH3:38])=[O:35])=[O:30])[CH2:25][CH2:24]1)=[O:22])[CH3:19].CCN=C=NCCC[N:50]([CH3:52])C.Cl.C1C=CC2N([OH:63])N=NC=2C=1. Given the product [CH2:18]([O:20][C:21]([N:23]1[CH2:28][CH2:27][N:26]([C:29]([CH:31]([C:4]2[C:13]([C:52]([NH2:50])=[O:63])=[C:12]([C:14]([O:16][CH3:17])=[O:15])[C:11]3[C:6](=[CH:7][CH:8]=[CH:9][CH:10]=3)[N:5]=2)[CH2:32][CH2:33][C:34]([O:36][C:37]([CH3:40])([CH3:39])[CH3:38])=[O:35])=[O:30])[CH2:25][CH2:24]1)=[O:22])[CH3:19], predict the reactants needed to synthesize it.